Dataset: Catalyst prediction with 721,799 reactions and 888 catalyst types from USPTO. Task: Predict which catalyst facilitates the given reaction. (1) Reactant: [CH2:1]([C:8]1[C:16]2[C:11](=[CH:12][CH:13]=[C:14]([C:17]3[CH:22]=[CH:21][C:20]([O:23]C)=[CH:19][CH:18]=3)[CH:15]=2)[N:10]([CH3:25])[C:9]=1[C:26]1[CH:31]=[CH:30][CH:29]=[CH:28][CH:27]=1)[C:2]1[CH:7]=[CH:6][CH:5]=[CH:4][CH:3]=1.B(Br)(Br)Br. Product: [CH2:1]([C:8]1[C:16]2[C:11](=[CH:12][CH:13]=[C:14]([C:17]3[CH:22]=[CH:21][C:20]([OH:23])=[CH:19][CH:18]=3)[CH:15]=2)[N:10]([CH3:25])[C:9]=1[C:26]1[CH:31]=[CH:30][CH:29]=[CH:28][CH:27]=1)[C:2]1[CH:3]=[CH:4][CH:5]=[CH:6][CH:7]=1. The catalyst class is: 2. (2) Reactant: [CH:1](=[O:8])[C:2]1[CH:7]=[CH:6][CH:5]=[N:4][CH:3]=1.[CH2:9]([Mg]Br)[CH3:10].[Cl-].[NH4+]. Product: [N:4]1[CH:5]=[CH:6][CH:7]=[C:2]([CH:1]([OH:8])[CH2:9][CH3:10])[CH:3]=1. The catalyst class is: 1. (3) Reactant: Br[C:2]1[CH:16]=[CH:15][C:14]([O:17][CH3:18])=[CH:13][C:3]=1[CH2:4][O:5][Si:6]([C:9]([CH3:12])([CH3:11])[CH3:10])([CH3:8])[CH3:7].[CH2:19](C([Sn])=C(CCCC)CCCC)[CH2:20]CC. Product: [C:9]([Si:6]([CH3:8])([CH3:7])[O:5][CH2:4][C:3]1[CH:13]=[C:14]([O:17][CH3:18])[CH:15]=[CH:16][C:2]=1[CH:19]=[CH2:20])([CH3:12])([CH3:11])[CH3:10]. The catalyst class is: 109. (4) Reactant: C1(P(C2C=CC=CC=2)C2C=CC=CC=2)C=CC=CC=1.CCOC(/N=N/C(OCC)=O)=O.[N+:32]([C:35]1[CH:36]=[C:37]([OH:41])[CH:38]=[CH:39][CH:40]=1)([O-:34])=[O:33].[C:42]([C:44]1[CH:49]=[CH:48][C:47]([CH2:50][CH2:51]O)=[CH:46][CH:45]=1)#[N:43]. Product: [N+:32]([C:35]1[CH:40]=[CH:39][CH:38]=[C:37]([O:41][CH2:51][CH2:50][C:47]2[CH:48]=[CH:49][C:44]([C:42]#[N:43])=[CH:45][CH:46]=2)[CH:36]=1)([O-:34])=[O:33]. The catalyst class is: 20. (5) Product: [CH:1]([C:3]1[CH:4]=[C:5]([CH:9]=[CH:10][CH:11]=1)[C:6]([NH2:12])=[O:7])=[CH2:2]. The catalyst class is: 25. Reactant: [CH:1]([C:3]1[CH:4]=[C:5]([CH:9]=[CH:10][CH:11]=1)[C:6](Cl)=[O:7])=[CH2:2].[NH3:12]. (6) Reactant: [F:1][C:2]1[CH:7]=[CH:6][C:5]([S:8]([NH:11][CH2:12][C:13]2[CH:22]=[CH:21][C:16]([C:17]([O:19][CH3:20])=[O:18])=[CH:15][CH:14]=2)(=[O:10])=[O:9])=[CH:4][CH:3]=1.[CH3:23][CH:24](O)[CH3:25].C1C=CC(P(C2C=CC=CC=2)C2C=CC=CC=2)=CC=1.N(C(OC(C)C)=O)=NC(OC(C)C)=O. Product: [F:1][C:2]1[CH:7]=[CH:6][C:5]([S:8]([N:11]([CH2:12][C:13]2[CH:14]=[CH:15][C:16]([C:17]([O:19][CH3:20])=[O:18])=[CH:21][CH:22]=2)[CH:24]([CH3:25])[CH3:23])(=[O:10])=[O:9])=[CH:4][CH:3]=1. The catalyst class is: 20. (7) Reactant: [F:1][C:2]1[C:3]([OH:12])=[C:4]([C:9](=[O:11])[CH3:10])[CH:5]=[C:6]([F:8])[CH:7]=1.[CH2:13](Br)[C:14]1[CH:19]=[CH:18][CH:17]=[CH:16][CH:15]=1.C([O-])([O-])=O.[K+].[K+]. Product: [F:1][C:2]1[C:3]([O:12][C:17]2[CH:18]=[CH:19][C:14]([CH3:13])=[CH:15][CH:16]=2)=[C:4]([C:9](=[O:11])[CH3:10])[CH:5]=[C:6]([F:8])[CH:7]=1. The catalyst class is: 10.